This data is from Peptide-MHC class I binding affinity with 185,985 pairs from IEDB/IMGT. The task is: Regression. Given a peptide amino acid sequence and an MHC pseudo amino acid sequence, predict their binding affinity value. This is MHC class I binding data. The peptide sequence is YEAYVRYPEEF. The MHC is Mamu-B01 with pseudo-sequence Mamu-B01. The binding affinity (normalized) is 0.0103.